From a dataset of Catalyst prediction with 721,799 reactions and 888 catalyst types from USPTO. Predict which catalyst facilitates the given reaction. (1) Reactant: [C:1]([O:5][C:6]([N:8]1[CH2:13][CH2:12][N:11]([C:14]2[CH:19]=[CH:18][C:17]([NH2:20])=[CH:16][CH:15]=2)[CH2:10][CH2:9]1)=[O:7])([CH3:4])([CH3:3])[CH3:2].CC(C)([O-])C.[Na+].Cl[C:28]1[N:29]=[CH:30][C:31]2[CH:36]=[CH:35][N:34]([CH:37]([CH2:40][CH3:41])[CH2:38][CH3:39])[C:32]=2[N:33]=1.C1C=CC(P(C2C(C3C(P(C4C=CC=CC=4)C4C=CC=CC=4)=CC=C4C=3C=CC=C4)=C3C(C=CC=C3)=CC=2)C2C=CC=CC=2)=CC=1. Product: [C:1]([O:5][C:6]([N:8]1[CH2:13][CH2:12][N:11]([C:14]2[CH:15]=[CH:16][C:17]([NH:20][C:28]3[N:29]=[CH:30][C:31]4[CH:36]=[CH:35][N:34]([CH:37]([CH2:40][CH3:41])[CH2:38][CH3:39])[C:32]=4[N:33]=3)=[CH:18][CH:19]=2)[CH2:10][CH2:9]1)=[O:7])([CH3:4])([CH3:2])[CH3:3]. The catalyst class is: 62. (2) Reactant: [NH2:1][C:2](=O)[CH2:3][N:4]1[CH:9]([NH:10]S(C2C=CC(C)=CC=2)(=O)=O)[CH:8]=[CH:7][C:6]([C:21]([O:23][CH3:24])=[O:22])=[CH:5]1.[C:26](O[C:26]([C:28]([F:31])([F:30])[F:29])=[O:27])([C:28]([F:31])([F:30])[F:29])=[O:27]. Product: [F:29][C:28]([F:31])([F:30])[C:26]([NH:1][C:2]1[N:10]=[C:9]2[CH:8]=[CH:7][C:6]([C:21]([O:23][CH3:24])=[O:22])=[CH:5][N:4]2[CH:3]=1)=[O:27]. The catalyst class is: 2. (3) Reactant: C([O:3][C:4]([C@H:6]1[CH2:11][CH2:10][C@H:9]([O:12][C:13]2[N:18]=[CH:17][CH:16]=[CH:15][N:14]=2)[CH2:8][CH2:7]1)=[O:5])C.[OH-].[Na+]. Product: [N:14]1[CH:15]=[CH:16][CH:17]=[N:18][C:13]=1[O:12][C@H:9]1[CH2:8][CH2:7][C@H:6]([C:4]([OH:5])=[O:3])[CH2:11][CH2:10]1. The catalyst class is: 12. (4) Reactant: [NH2:1][C:2]1[CH:25]=[CH:24][CH:23]=[CH:22][C:3]=1[C:4]([NH:6][C:7]1[CH:12]=[CH:11][C:10]([N:13]2[CH:19]3[CH2:20][CH2:21][N:16]([CH2:17][CH2:18]3)[CH2:15][CH2:14]2)=[CH:9][CH:8]=1)=[O:5].[C:26]([OH:29])(=[O:28])[CH3:27].[N:30]([O-])=[O:31].[Na+].N. Product: [C:4]([OH:5])(=[O:31])/[CH:3]=[CH:27]/[C:26]([OH:29])=[O:28].[N:16]12[CH2:21][CH2:20][CH:19]([CH2:18][CH2:17]1)[N:13]([C:10]1[CH:9]=[CH:8][C:7]([N:6]3[C:4](=[O:5])[C:3]4[CH:22]=[CH:23][CH:24]=[CH:25][C:2]=4[N:1]=[N:30]3)=[CH:12][CH:11]=1)[CH2:14][CH2:15]2. The catalyst class is: 6.